From a dataset of NCI-60 drug combinations with 297,098 pairs across 59 cell lines. Regression. Given two drug SMILES strings and cell line genomic features, predict the synergy score measuring deviation from expected non-interaction effect. Drug 1: CCCS(=O)(=O)NC1=C(C(=C(C=C1)F)C(=O)C2=CNC3=C2C=C(C=N3)C4=CC=C(C=C4)Cl)F. Drug 2: C#CCC(CC1=CN=C2C(=N1)C(=NC(=N2)N)N)C3=CC=C(C=C3)C(=O)NC(CCC(=O)O)C(=O)O. Cell line: OVCAR-5. Synergy scores: CSS=-0.395, Synergy_ZIP=0.881, Synergy_Bliss=-2.36, Synergy_Loewe=-8.00, Synergy_HSA=-7.91.